The task is: Predict the product of the given reaction.. This data is from Forward reaction prediction with 1.9M reactions from USPTO patents (1976-2016). (1) Given the reactants [N+:1]([CH:4]=[CH:5][C:6]1[CH:11]=[CH:10][C:9]([C:12]([F:15])([F:14])[F:13])=[CH:8][CH:7]=1)([O-])=O.[H-].[Al+3].[Li+].[H-].[H-].[H-], predict the reaction product. The product is: [F:13][C:12]([F:14])([F:15])[C:9]1[CH:8]=[CH:7][C:6]([CH2:5][CH2:4][NH2:1])=[CH:11][CH:10]=1. (2) The product is: [Cl:1][C:2]1[CH:3]=[CH:4][C:5]2[NH:10][C:9](=[O:11])[O:8][C@@:7]([CH2:16][NH:17][C:18]([NH:20][C:21]3[CH:26]=[CH:25][C:24]([F:27])=[CH:23][CH:22]=3)=[O:19])([C:12]([F:14])([F:15])[F:13])[C:6]=2[CH:28]=1. Given the reactants [Cl:1][C:2]1[CH:3]=[CH:4][C:5]2[NH:10][C:9](=[O:11])[O:8][C:7]([CH2:16][NH:17][C:18]([NH:20][C:21]3[CH:26]=[CH:25][C:24]([F:27])=[CH:23][CH:22]=3)=[O:19])([C:12]([F:15])([F:14])[F:13])[C:6]=2[CH:28]=1.CCCCCC, predict the reaction product. (3) Given the reactants [NH:1]1[C:10]2[C:5](=[CH:6][CH:7]=[CH:8][CH:9]=2)[NH:4][C:3](=[O:11])[C:2]1=[O:12].C(=O)([O-])[O-].[Cs+].[Cs+].[CH3:19][C:20]([CH3:24])=[CH:21][CH2:22]Br.O, predict the reaction product. The product is: [CH3:19][C:20]([CH3:24])=[CH:21][CH2:22][N:1]1[C:10]2[C:5](=[CH:6][CH:7]=[CH:8][CH:9]=2)[NH:4][C:3](=[O:11])[C:2]1=[O:12]. (4) Given the reactants C1N=CN([C:6](N2C=NC=C2)=[O:7])C=1.C([NH:20][C:21]1[C:26]([NH2:27])=[C:25]([NH:28][CH2:29][C:30]2[CH:35]=[CH:34][CH:33]=[CH:32][CH:31]=2)[CH:24]=[C:23]([C:36]2[O:37][CH:38]=[CH:39][N:40]=2)[N:22]=1)C1C=CC=CC=1, predict the reaction product. The product is: [NH2:20][C:21]1[C:26]2[NH:27][C:6](=[O:7])[N:28]([CH2:29][C:30]3[CH:31]=[CH:32][CH:33]=[CH:34][CH:35]=3)[C:25]=2[CH:24]=[C:23]([C:36]2[O:37][CH:38]=[CH:39][N:40]=2)[N:22]=1. (5) Given the reactants Cl.[NH2:2][C:3]([CH3:9])([CH2:7][CH3:8])[C:4]([OH:6])=[O:5].[CH3:10]O, predict the reaction product. The product is: [NH2:2][C:3]([CH3:9])([CH2:7][CH3:8])[C:4]([O:6][CH3:10])=[O:5].